Task: Predict the product of the given reaction.. Dataset: Forward reaction prediction with 1.9M reactions from USPTO patents (1976-2016) (1) Given the reactants C([O:3][C:4](=[O:27])[CH2:5][C:6]1[C:7]([CH3:26])=[C:8]([S:15][C:16]2[C:25]3[C:20](=[CH:21][CH:22]=[CH:23][CH:24]=3)[CH:19]=[CH:18][CH:17]=2)[N:9]2[C:14]=1[CH:13]=[CH:12][CH:11]=[CH:10]2)C.C(=O)([O-])[O-].[K+].[K+].ClC1C=C(C=CC=1)C(OO)=O, predict the reaction product. The product is: [CH3:26][C:7]1[C:6]([CH2:5][C:4]([OH:27])=[O:3])=[C:14]2[N:9]([C:8]=1[S:15][C:16]1[C:25]3[C:20](=[CH:21][CH:22]=[CH:23][CH:24]=3)[CH:19]=[CH:18][CH:17]=1)[CH:10]=[CH:11][CH:12]=[CH:13]2. (2) Given the reactants [C:1]([O:5][C:6]([N:8]([CH3:25])[C@@H:9]1[CH2:14][CH2:13][CH2:12][N:11](C(OCC2C=CC=CC=2)=O)[CH2:10]1)=[O:7])([CH3:4])([CH3:3])[CH3:2], predict the reaction product. The product is: [CH3:25][N:8]([C@@H:9]1[CH2:14][CH2:13][CH2:12][NH:11][CH2:10]1)[C:6](=[O:7])[O:5][C:1]([CH3:4])([CH3:2])[CH3:3].